Dataset: Catalyst prediction with 721,799 reactions and 888 catalyst types from USPTO. Task: Predict which catalyst facilitates the given reaction. (1) The catalyst class is: 21. Product: [CH2:2]([NH:6][CH2:7][CH2:8][CH:9]([C:11]1[S:12][CH:13]=[CH:14][CH:15]=1)[OH:10])[CH:3]([CH3:5])[CH3:4]. Reactant: Cl.[CH2:2]([NH:6][CH2:7][CH2:8][C:9]([C:11]1[S:12][CH:13]=[CH:14][CH:15]=1)=[O:10])[CH:3]([CH3:5])[CH3:4].C(O)C.[OH-].[Na+].[Na]. (2) Reactant: [OH:1][C:2]1[NH:3][C:4]2[C:9]([N:10]=1)=[C:8]([N:11]=[CH:12][N:13]([CH3:15])[CH3:14])[N:7]=[C:6]([S:16][CH2:17][CH2:18][CH2:19][CH2:20][CH3:21])[N:5]=2.C(O[CH:26]1[O:48][C@H:47]([CH2:49][O:50][C:51](=[O:58])[C:52]2[CH:57]=[CH:56][CH:55]=[CH:54][CH:53]=2)[C@@H:37]([O:38][C:39](=[O:46])[C:40]2[CH:45]=[CH:44][CH:43]=[CH:42][CH:41]=2)[C@H:27]1[O:28][C:29](=[O:36])[C:30]1[CH:35]=[CH:34][CH:33]=[CH:32][CH:31]=1)(=O)C.C[Si](C)(C)N([Si](C)(C)C)C(=O)C.[Sn](Cl)(Cl)(Cl)Cl. Product: [CH3:15][N:13](/[CH:12]=[N:11]/[C:8]1[N:7]=[C:6]([S:16][CH2:17][CH2:18][CH2:19][CH2:20][CH3:21])[N:5]=[C:4]2[C:9]=1[N:10]=[C:2]([OH:1])[N:3]2[C@@H:26]1[O:48][C@H:47]([CH2:49][O:50][C:51](=[O:58])[C:52]2[CH:57]=[CH:56][CH:55]=[CH:54][CH:53]=2)[C@@H:37]([O:38][C:39](=[O:46])[C:40]2[CH:45]=[CH:44][CH:43]=[CH:42][CH:41]=2)[C@H:27]1[O:28][C:29](=[O:36])[C:30]1[CH:31]=[CH:32][CH:33]=[CH:34][CH:35]=1)[CH3:14]. The catalyst class is: 245. (3) Reactant: [Cl:1][C:2]1[CH:3]=[C:4]2[C:9](=[CH:10][C:11]=1[C:12]([N:14]1[CH2:18][CH2:17][CH2:16][CH2:15]1)=[O:13])[N:8]=[CH:7][N:6]=[C:5]2[NH:19][CH:20]([C:26]1[N:30](C(OC(C)(C)C)=O)[C:29]2[CH:38]=[CH:39][C:40]([Cl:42])=[CH:41][C:28]=2[N:27]=1)[CH2:21][CH2:22][C:23](O)=[O:24].[CH3:43][N:44]1[CH2:49][CH2:48][N:47]([CH2:50][CH:51]2[CH2:56][CH2:55][CH2:54][CH2:53][NH:52]2)[CH2:46][CH2:45]1.CN(C(ON1N=NC2C=CC=CC1=2)=[N+](C)C)C.[B-](F)(F)(F)F.FC(F)(F)C(O)=O. The catalyst class is: 783. Product: [Cl:1][C:2]1[CH:3]=[C:4]2[C:9](=[CH:10][C:11]=1[C:12]([N:14]1[CH2:18][CH2:17][CH2:16][CH2:15]1)=[O:13])[N:8]=[CH:7][N:6]=[C:5]2[NH:19][CH:20]([C:26]1[NH:30][C:29]2[CH:38]=[CH:39][C:40]([Cl:42])=[CH:41][C:28]=2[N:27]=1)[CH2:21][CH2:22][C:23]([N:52]1[CH2:53][CH2:54][CH2:55][CH2:56][CH:51]1[CH2:50][N:47]1[CH2:46][CH2:45][N:44]([CH3:43])[CH2:49][CH2:48]1)=[O:24]. (4) Reactant: [OH-].[Na+].[Cl:3][C:4]1[CH:9]=[C:8]([C:10]([O:12]C)=[O:11])[CH:7]=[CH:6][C:5]=1[C:14]1[CH:19]=[CH:18][CH:17]=[CH:16][C:15]=1[C:20]([F:23])([F:22])[F:21]. Product: [Cl:3][C:4]1[CH:9]=[C:8]([C:10]([OH:12])=[O:11])[CH:7]=[CH:6][C:5]=1[C:14]1[CH:19]=[CH:18][CH:17]=[CH:16][C:15]=1[C:20]([F:21])([F:22])[F:23]. The catalyst class is: 5. (5) Reactant: CC(N=C=NC(C)C)C.[C:10]([NH:13][CH:14]([C:16]1[CH:17]=[CH:18][C:19]([Cl:44])=[C:20]([NH:22][C:23](=S)[NH:24][C:25]2[CH:26]=[C:27]([CH:38]=[CH:39][C:40]=2[NH:41][CH3:42])[C:28]([NH:30][C:31]2[CH:36]=[CH:35][C:34]([Br:37])=[CH:33][CH:32]=2)=[O:29])[CH:21]=1)[CH3:15])(=[O:12])[CH3:11]. Product: [C:10]([NH:13][CH:14]([C:16]1[CH:17]=[CH:18][C:19]([Cl:44])=[C:20]([NH:22][C:23]2[N:41]([CH3:42])[C:40]3[CH:39]=[CH:38][C:27]([C:28]([NH:30][C:31]4[CH:36]=[CH:35][C:34]([Br:37])=[CH:33][CH:32]=4)=[O:29])=[CH:26][C:25]=3[N:24]=2)[CH:21]=1)[CH3:15])(=[O:12])[CH3:11]. The catalyst class is: 3. (6) Reactant: [F:1][C:2]1[CH:3]=[C:4]([C:8]2[N:13]=[C:12]([CH3:14])[C:11]([C:15](Cl)=[O:16])=[CH:10][N:9]=2)[CH:5]=[CH:6][CH:7]=1.[N:18]1([NH2:27])[C:26]2[C:21](=[N:22][CH:23]=[CH:24][CH:25]=2)[CH:20]=[CH:19]1.C(=O)([O-])[O-].[K+].[K+]. Product: [N:18]1([NH:27][C:15]([C:11]2[C:12]([CH3:14])=[N:13][C:8]([C:4]3[CH:5]=[CH:6][CH:7]=[C:2]([F:1])[CH:3]=3)=[N:9][CH:10]=2)=[O:16])[C:26]2[C:21](=[N:22][CH:23]=[CH:24][CH:25]=2)[CH:20]=[CH:19]1. The catalyst class is: 161. (7) Reactant: [CH2:1]([NH2:4])[C:2]#[CH:3].[CH2:5]1[C:14]2[C:9](=[CH:10][CH:11]=[CH:12][CH:13]=2)[CH2:8][CH2:7][C:6]1=O. Product: [CH:3]1[C:10]2[C:9]3[CH:8]=[CH:7][CH:6]=[CH:5][C:14]=3[CH2:13][CH2:12][C:11]=2[N:4]=[CH:1][CH:2]=1. The catalyst class is: 8. (8) Reactant: Br[C:2]1[CH:29]=[CH:28][C:5]([CH2:6][O:7][C:8]2[CH:9]=[N:10][C:11]([N:14]3[CH2:19][CH2:18][N:17]([C:20]([O:22][C:23]([CH3:26])([CH3:25])[CH3:24])=[O:21])[CH2:16][C@H:15]3[CH3:27])=[N:12][CH:13]=2)=[C:4]([F:30])[CH:3]=1.[Na+].[CH3:32][S:33]([O-:35])=[O:34].N1CCC[C@H]1C(O)=O.[OH-].[Na+]. Product: [F:30][C:4]1[CH:3]=[C:2]([S:33]([CH3:32])(=[O:35])=[O:34])[CH:29]=[CH:28][C:5]=1[CH2:6][O:7][C:8]1[CH:9]=[N:10][C:11]([N:14]2[CH2:19][CH2:18][N:17]([C:20]([O:22][C:23]([CH3:26])([CH3:25])[CH3:24])=[O:21])[CH2:16][C@H:15]2[CH3:27])=[N:12][CH:13]=1. The catalyst class is: 156. (9) Reactant: [CH2:1]([O:8][C:9]1[C:10](=[O:37])[C:11]([CH2:32][C:33]([O:35]C)=[O:34])=[CH:12][N:13]([CH2:26][CH:27]([O:30][CH3:31])[O:28][CH3:29])[C:14]=1[C:15](=[O:25])[NH:16][CH2:17][C:18]1[CH:23]=[CH:22][CH:21]=[C:20]([Cl:24])[CH:19]=1)[C:2]1[CH:7]=[CH:6][CH:5]=[CH:4][CH:3]=1.CO.[OH-].[Na+].Cl. Product: [CH2:1]([O:8][C:9]1[C:10](=[O:37])[C:11]([CH2:32][C:33]([OH:35])=[O:34])=[CH:12][N:13]([CH2:26][CH:27]([O:28][CH3:29])[O:30][CH3:31])[C:14]=1[C:15](=[O:25])[NH:16][CH2:17][C:18]1[CH:23]=[CH:22][CH:21]=[C:20]([Cl:24])[CH:19]=1)[C:2]1[CH:7]=[CH:6][CH:5]=[CH:4][CH:3]=1. The catalyst class is: 30. (10) Reactant: C(=O)([O-])[O-].[K+].[K+].C(#N)C.[C:10]([C:12]1[CH:17]=[CH:16][C:15]([OH:18])=[CH:14][CH:13]=1)#[N:11].Br[CH:20]([CH2:26][CH3:27])[C:21]([O:23][CH2:24][CH3:25])=[O:22]. Product: [C:10]([C:12]1[CH:17]=[CH:16][C:15]([O:18][CH:20]([CH2:26][CH3:27])[C:21]([O:23][CH2:24][CH3:25])=[O:22])=[CH:14][CH:13]=1)#[N:11]. The catalyst class is: 6.